Dataset: Full USPTO retrosynthesis dataset with 1.9M reactions from patents (1976-2016). Task: Predict the reactants needed to synthesize the given product. (1) Given the product [F:19][C:16]1[CH:17]=[N:18][C:11]2[N:10]([C:20]3[CH:21]=[C:22]([C:26]4[CH:27]=[CH:28][C:29]([CH2:32][N:33]5[CH2:39][CH2:38][CH2:37][N:36]([CH3:40])[CH2:35][CH2:34]5)=[CH:30][CH:31]=4)[CH:23]=[CH:24][CH:25]=3)[C:9](=[O:41])[N:8]([C@@H:5]3[CH2:6][CH2:7][C@H:2]([NH:1][C:51]([C@H:50]([NH:49][C:47](=[O:48])[O:46][C:42]([CH3:43])([CH3:45])[CH3:44])[CH:54]([CH3:56])[CH3:55])=[O:52])[CH2:3][CH2:4]3)[C:13](=[O:14])[C:12]=2[CH:15]=1, predict the reactants needed to synthesize it. The reactants are: [NH2:1][C@@H:2]1[CH2:7][CH2:6][C@H:5]([N:8]2[C:13](=[O:14])[C:12]3[CH:15]=[C:16]([F:19])[CH:17]=[N:18][C:11]=3[N:10]([C:20]3[CH:21]=[C:22]([C:26]4[CH:31]=[CH:30][C:29]([CH2:32][N:33]5[CH2:39][CH2:38][CH2:37][N:36]([CH3:40])[CH2:35][CH2:34]5)=[CH:28][CH:27]=4)[CH:23]=[CH:24][CH:25]=3)[C:9]2=[O:41])[CH2:4][CH2:3]1.[C:42]([O:46][C:47]([NH:49][C@H:50]([CH:54]([CH3:56])[CH3:55])[C:51](O)=[O:52])=[O:48])([CH3:45])([CH3:44])[CH3:43]. (2) Given the product [F:1][C:2]1[CH:9]=[CH:8][C:5]([CH2:6][NH:7][CH2:15][C:14]2[CH:17]=[CH:18][C:11]([F:10])=[CH:12][CH:13]=2)=[CH:4][CH:3]=1, predict the reactants needed to synthesize it. The reactants are: [F:1][C:2]1[CH:9]=[CH:8][C:5]([CH2:6][NH2:7])=[CH:4][CH:3]=1.[F:10][C:11]1[CH:18]=[CH:17][C:14]([CH2:15]Br)=[CH:13][CH:12]=1. (3) Given the product [CH2:27]([O:29][C:30](=[O:39])[CH2:31][S:32][C:33]1[S:37][C:36]([NH:38][C:13](=[O:15])[C:12]2[CH:16]=[C:17]([O:19][C@@H:20]([CH3:24])[CH2:21][O:22][CH3:23])[CH:18]=[C:10]([O:9][C:8]3[CH:7]=[CH:6][C:5]([S:2]([CH3:1])(=[O:3])=[O:4])=[CH:26][CH:25]=3)[CH:11]=2)=[N:35][CH:34]=1)[CH3:28], predict the reactants needed to synthesize it. The reactants are: [CH3:1][S:2]([C:5]1[CH:26]=[CH:25][C:8]([O:9][C:10]2[CH:11]=[C:12]([CH:16]=[C:17]([O:19][C@@H:20]([CH3:24])[CH2:21][O:22][CH3:23])[CH:18]=2)[C:13]([OH:15])=O)=[CH:7][CH:6]=1)(=[O:4])=[O:3].[CH2:27]([O:29][C:30](=[O:39])[CH2:31][S:32][C:33]1[S:37][C:36]([NH2:38])=[N:35][CH:34]=1)[CH3:28]. (4) The reactants are: Br[C:2]1[CH:7]=[CH:6][N:5]=[C:4]2[NH:8][C:9]([C:11]([O:13][CH2:14][CH3:15])=[O:12])=[CH:10][C:3]=12.[CH3:16][C:17]1([CH3:33])[C:21]([CH3:23])([CH3:22])[O:20][B:19]([B:19]2[O:20][C:21]([CH3:23])([CH3:22])[C:17]([CH3:33])([CH3:16])[O:18]2)[O:18]1.CC([O-])=O.[K+]. Given the product [CH3:16][C:17]1([CH3:33])[C:21]([CH3:23])([CH3:22])[O:20][B:19]([C:2]2[CH:7]=[CH:6][N:5]=[C:4]3[NH:8][C:9]([C:11]([O:13][CH2:14][CH3:15])=[O:12])=[CH:10][C:3]=23)[O:18]1, predict the reactants needed to synthesize it. (5) Given the product [NH2:1][C:2]1[CH:7]=[C:6]([B:10]2[O:14][C:13]([CH3:16])([CH3:15])[C:12]([CH3:18])([CH3:17])[O:11]2)[CH:5]=[CH:4][C:3]=1[OH:9], predict the reactants needed to synthesize it. The reactants are: [NH2:1][C:2]1[CH:7]=[C:6](Cl)[CH:5]=[CH:4][C:3]=1[OH:9].[B:10]1([B:10]2[O:14][C:13]([CH3:16])([CH3:15])[C:12]([CH3:18])([CH3:17])[O:11]2)[O:14][C:13]([CH3:16])([CH3:15])[C:12]([CH3:18])([CH3:17])[O:11]1.CC([O-])=O.[K+]. (6) Given the product [Cl:1][C:2]1[CH:3]=[C:4]([CH:16]=[CH:17][CH:18]=1)[O:5][C:6]1[CH:14]=[CH:13][C:12]2[C:8](=[C:9]([I:15])[N:10]([CH3:19])[N:11]=2)[CH:7]=1, predict the reactants needed to synthesize it. The reactants are: [Cl:1][C:2]1[CH:3]=[C:4]([CH:16]=[CH:17][CH:18]=1)[O:5][C:6]1[CH:7]=[C:8]2[C:12](=[CH:13][CH:14]=1)[NH:11][N:10]=[C:9]2[I:15].[CH3:19]C([O-])(C)C.[K+].CI.ClC1C=C(C=CC=1)OC1C=C2C(=CC=1)N(C)N=C2I. (7) Given the product [OH:7][C:8]1[CH:13]=[C:12]([CH2:14][CH2:15][S:38][C:35]2[CH:36]=[CH:37][C:32]([CH3:31])=[CH:33][CH:34]=2)[O:11][C:10](=[O:21])[C:9]=1[C:22]1[C:27]([CH3:28])=[CH:26][C:25]([CH3:29])=[CH:24][C:23]=1[CH3:30], predict the reactants needed to synthesize it. The reactants are: C([O:7][C:8]1[CH:13]=[C:12]([CH2:14][CH2:15]OS(C)(=O)=O)[O:11][C:10](=[O:21])[C:9]=1[C:22]1[C:27]([CH3:28])=[CH:26][C:25]([CH3:29])=[CH:24][C:23]=1[CH3:30])(=O)C(C)(C)C.[CH3:31][C:32]1[CH:37]=[CH:36][C:35]([SH:38])=[CH:34][CH:33]=1.C([O-])([O-])=O.[K+].[K+].Cl. (8) Given the product [C:11]([O:10][C:9](=[O:15])[N:8]([NH2:21])[CH2:7][C:6]1[CH:16]=[CH:17][CH:18]=[CH:4][CH:5]=1)([CH3:14])([CH3:13])[CH3:12], predict the reactants needed to synthesize it. The reactants are: [N+]([C:4]1[CH:5]=[C:6]([CH:16]=[CH:17][CH:18]=1)[CH2:7][NH:8][C:9](=[O:15])[O:10][C:11]([CH3:14])([CH3:13])[CH3:12])([O-])=O.[H][H].[NH2:21]C1C=C(C=CC=1)CNC(=O)OC(C)(C)C. (9) Given the product [I:10][C:11]1[CH:12]=[C:13]([C:17]2[O:21][N:20]=[C:19]([CH2:22][OH:23])[CH:18]=2)[CH:14]=[CH:15][CH:16]=1, predict the reactants needed to synthesize it. The reactants are: CC(C[AlH]CC(C)C)C.[I:10][C:11]1[CH:12]=[C:13]([C:17]2[O:21][N:20]=[C:19]([C:22](OC)=[O:23])[CH:18]=2)[CH:14]=[CH:15][CH:16]=1.